This data is from Forward reaction prediction with 1.9M reactions from USPTO patents (1976-2016). The task is: Predict the product of the given reaction. Given the reactants [NH:1]([C:3]1[CH:8]=[CH:7][C:6]([S:9]([CH3:12])(=[O:11])=[O:10])=[CH:5][N:4]=1)[NH2:2].[F:13][C:14]([F:29])([F:28])[C:15](=O)[CH2:16][C:17]([C:19]1[CH:24]=[CH:23][C:22]([Cl:25])=[CH:21][C:20]=1[Cl:26])=O.S(=O)(=O)(O)O, predict the reaction product. The product is: [Cl:26][C:20]1[CH:21]=[C:22]([Cl:25])[CH:23]=[CH:24][C:19]=1[C:17]1[N:1]([C:3]2[CH:8]=[CH:7][C:6]([S:9]([CH3:12])(=[O:10])=[O:11])=[CH:5][N:4]=2)[N:2]=[C:15]([C:14]([F:29])([F:13])[F:28])[CH:16]=1.